From a dataset of Forward reaction prediction with 1.9M reactions from USPTO patents (1976-2016). Predict the product of the given reaction. (1) Given the reactants [NH2:1][CH2:2][C:3]1[CH:4]=[C:5]2[C:9](=[CH:10][CH:11]=1)[C:8](=[O:12])[N:7]([CH:13]1[CH2:18][CH2:17][C:16](=[O:19])[NH:15][C:14]1=[O:20])[CH2:6]2.[N:21]([C:24]1[CH:33]=[CH:32][C:27]2[O:28][CH2:29][CH2:30][O:31][C:26]=2[CH:25]=1)=[C:22]=[O:23].C(N(CC)CC)C.Cl, predict the reaction product. The product is: [O:28]1[C:27]2[CH:32]=[CH:33][C:24]([NH:21][C:22]([NH:1][CH2:2][C:3]3[CH:4]=[C:5]4[C:9](=[CH:10][CH:11]=3)[C:8](=[O:12])[N:7]([CH:13]3[CH2:18][CH2:17][C:16](=[O:19])[NH:15][C:14]3=[O:20])[CH2:6]4)=[O:23])=[CH:25][C:26]=2[O:31][CH2:30][CH2:29]1. (2) Given the reactants [ClH:1].[F:2][C:3]1[CH:33]=[CH:32][CH:31]=[CH:30][C:4]=1[O:5][CH2:6][CH2:7][N:8]1[CH2:13][CH2:12][N:11]([C:14](=O)[CH2:15][CH2:16][C:17]2[CH:22]=[C:21]([O:23][CH3:24])[C:20]([O:25][CH3:26])=[C:19]([O:27][CH3:28])[CH:18]=2)[CH2:10][CH2:9]1.[H-].[H-].[H-].[H-].[Li+].[Al+3], predict the reaction product. The product is: [ClH:1].[ClH:1].[F:2][C:3]1[CH:33]=[CH:32][CH:31]=[CH:30][C:4]=1[O:5][CH2:6][CH2:7][N:8]1[CH2:13][CH2:12][N:11]([CH2:14][CH2:15][CH2:16][C:17]2[CH:22]=[C:21]([O:23][CH3:24])[C:20]([O:25][CH3:26])=[C:19]([O:27][CH3:28])[CH:18]=2)[CH2:10][CH2:9]1. (3) Given the reactants Br[C:2]1[CH:7]=[CH:6][C:5]([CH2:8][CH2:9][C:10]2[C:14]3[C:15]([OH:19])=[CH:16][CH:17]=[CH:18][C:13]=3[O:12][CH:11]=2)=[CH:4][CH:3]=1.[C-:20]#[N:21].[Na+].O, predict the reaction product. The product is: [C:20]([C:2]1[CH:7]=[CH:6][C:5]([CH2:8][CH2:9][C:10]2[C:14]3[C:15]([OH:19])=[CH:16][CH:17]=[CH:18][C:13]=3[O:12][CH:11]=2)=[CH:4][CH:3]=1)#[N:21].